Task: Regression. Given two drug SMILES strings and cell line genomic features, predict the synergy score measuring deviation from expected non-interaction effect.. Dataset: NCI-60 drug combinations with 297,098 pairs across 59 cell lines (1) Drug 1: CC=C1C(=O)NC(C(=O)OC2CC(=O)NC(C(=O)NC(CSSCCC=C2)C(=O)N1)C(C)C)C(C)C. Drug 2: C1C(C(OC1N2C=NC3=C2NC=NCC3O)CO)O. Cell line: OVCAR-4. Synergy scores: CSS=17.5, Synergy_ZIP=-1.46, Synergy_Bliss=-2.16, Synergy_Loewe=-45.1, Synergy_HSA=-2.96. (2) Drug 1: CN(C)C1=NC(=NC(=N1)N(C)C)N(C)C. Drug 2: C(CN)CNCCSP(=O)(O)O. Cell line: OVCAR-8. Synergy scores: CSS=-9.63, Synergy_ZIP=1.93, Synergy_Bliss=-2.30, Synergy_Loewe=-10.1, Synergy_HSA=-9.35. (3) Drug 1: CCCCCOC(=O)NC1=NC(=O)N(C=C1F)C2C(C(C(O2)C)O)O. Drug 2: CC12CCC3C(C1CCC2O)C(CC4=C3C=CC(=C4)O)CCCCCCCCCS(=O)CCCC(C(F)(F)F)(F)F. Cell line: UO-31. Synergy scores: CSS=1.72, Synergy_ZIP=1.18, Synergy_Bliss=3.68, Synergy_Loewe=0.745, Synergy_HSA=0.357. (4) Drug 1: C1=CC(=CC=C1CCCC(=O)O)N(CCCl)CCCl. Drug 2: COC1=NC(=NC2=C1N=CN2C3C(C(C(O3)CO)O)O)N. Cell line: HCT116. Synergy scores: CSS=47.8, Synergy_ZIP=1.52, Synergy_Bliss=0.277, Synergy_Loewe=-7.29, Synergy_HSA=-1.04. (5) Drug 1: CCCCCOC(=O)NC1=NC(=O)N(C=C1F)C2C(C(C(O2)C)O)O. Drug 2: CC=C1C(=O)NC(C(=O)OC2CC(=O)NC(C(=O)NC(CSSCCC=C2)C(=O)N1)C(C)C)C(C)C. Cell line: HT29. Synergy scores: CSS=33.9, Synergy_ZIP=-2.42, Synergy_Bliss=-4.97, Synergy_Loewe=-54.3, Synergy_HSA=-3.62. (6) Drug 1: C1=CC(=CC=C1CCC2=CNC3=C2C(=O)NC(=N3)N)C(=O)NC(CCC(=O)O)C(=O)O. Drug 2: CN(CCCl)CCCl.Cl. Cell line: MALME-3M. Synergy scores: CSS=17.7, Synergy_ZIP=-2.54, Synergy_Bliss=1.58, Synergy_Loewe=1.71, Synergy_HSA=2.43.